Dataset: Forward reaction prediction with 1.9M reactions from USPTO patents (1976-2016). Task: Predict the product of the given reaction. Given the reactants Br[C:2]1[CH:3]=[C:4]([N:15]2[CH:20]3[CH2:21][CH2:22][CH:16]2[CH2:17][O:18][CH2:19]3)[C:5]([O:8][CH:9]2[CH2:14][CH2:13][O:12][CH2:11][CH2:10]2)=[N:6][CH:7]=1.[CH3:23][C:24]1[N:29]=[CH:28][C:27]([NH2:30])=[CH:26][C:25]=1B1OC(C)(C)C(C)(C)O1, predict the reaction product. The product is: [CH:20]12[N:15]([C:4]3[CH:3]=[C:2]([C:25]4[C:24]([CH3:23])=[N:29][CH:28]=[C:27]([NH2:30])[CH:26]=4)[CH:7]=[N:6][C:5]=3[O:8][CH:9]3[CH2:14][CH2:13][O:12][CH2:11][CH2:10]3)[CH:16]([CH2:22][CH2:21]1)[CH2:17][O:18][CH2:19]2.